From a dataset of Full USPTO retrosynthesis dataset with 1.9M reactions from patents (1976-2016). Predict the reactants needed to synthesize the given product. (1) Given the product [CH2:47]([N:54]1[CH2:59][CH2:58][N:57]([C:44]([C:27]2[N:28]=[C:29]3[C:34]([C:35]([F:37])([F:36])[F:38])=[CH:33][C:32]([C:39]4[O:40][CH:41]=[CH:42][CH:43]=4)=[CH:31][N:30]3[C:26]=2[Cl:25])=[O:45])[CH2:56][CH2:55]1)[C:48]1[CH:49]=[CH:50][CH:51]=[CH:52][CH:53]=1, predict the reactants needed to synthesize it. The reactants are: CN(C(ON1N=NC2C=CC=NC1=2)=[N+](C)C)C.F[P-](F)(F)(F)(F)F.[Cl:25][C:26]1[N:30]2[CH:31]=[C:32]([C:39]3[O:40][CH:41]=[CH:42][CH:43]=3)[CH:33]=[C:34]([C:35]([F:38])([F:37])[F:36])[C:29]2=[N:28][C:27]=1[C:44](O)=[O:45].[CH2:47]([N:54]1[CH2:59][CH2:58][NH:57][CH2:56][CH2:55]1)[C:48]1[CH:53]=[CH:52][CH:51]=[CH:50][CH:49]=1. (2) Given the product [CH3:16][N:15]1[C:13](=[O:14])[C:3]2[CH:4]=[N:5][N:6]([C:7]3[CH:12]=[N:11][CH:10]=[N:9][CH:8]=3)[C:2]=2[N:1]=[CH:17]1, predict the reactants needed to synthesize it. The reactants are: [NH2:1][C:2]1[N:6]([C:7]2[CH:8]=[N:9][CH:10]=[N:11][CH:12]=2)[N:5]=[CH:4][C:3]=1[C:13]([NH:15][CH3:16])=[O:14].[C:17]1(C)C=CC(S(O)(=O)=O)=CC=1.C(OCC)(OCC)OCC.